Dataset: Full USPTO retrosynthesis dataset with 1.9M reactions from patents (1976-2016). Task: Predict the reactants needed to synthesize the given product. (1) Given the product [CH2:2]([C:6]1[N:10]([CH2:24][C:25]2[CH:26]=[CH:27][C:28]([C:31]3[CH:36]=[CH:35][CH:34]=[CH:33][C:32]=3[C:37]#[N:38])=[CH:29][CH:30]=2)[C:9](=[O:11])[C:8]2([CH2:15][CH2:14][CH2:13][CH2:12]2)[N:7]=1)[CH2:3][CH2:4][CH3:5], predict the reactants needed to synthesize it. The reactants are: Cl.[CH2:2]([C:6]1[NH:10][C:9](=[O:11])[C:8]2([CH2:15][CH2:14][CH2:13][CH2:12]2)[N:7]=1)[CH2:3][CH2:4][CH3:5].CN(C)C=O.[OH-].[Na+].Br[CH2:24][C:25]1[CH:30]=[CH:29][C:28]([C:31]2[CH:36]=[CH:35][CH:34]=[CH:33][C:32]=2[C:37]#[N:38])=[CH:27][CH:26]=1. (2) Given the product [NH2:1][N:2]1[C:7](=[O:8])[C:6]([CH:9]2[CH2:11][CH2:10]2)=[C:5]2[C:12]([O:18][CH3:19])=[C:13]([N:27]3[CH2:28][CH2:29][C@@H:25]([C@@H:23]([NH:22][CH3:21])[CH3:24])[CH2:26]3)[C:14]([F:16])=[CH:15][N:4]2[C:3]1=[O:20], predict the reactants needed to synthesize it. The reactants are: [NH2:1][N:2]1[C:7](=[O:8])[C:6]([CH:9]2[CH2:11][CH2:10]2)=[C:5]2[C:12]([O:18][CH3:19])=[C:13](Cl)[C:14]([F:16])=[CH:15][N:4]2[C:3]1=[O:20].[CH3:21][NH:22][C@H:23]([C@@H:25]1[CH2:29][CH2:28][NH:27][CH2:26]1)[CH3:24].